From a dataset of NCI-60 drug combinations with 297,098 pairs across 59 cell lines. Regression. Given two drug SMILES strings and cell line genomic features, predict the synergy score measuring deviation from expected non-interaction effect. (1) Drug 1: C1CCN(CC1)CCOC2=CC=C(C=C2)C(=O)C3=C(SC4=C3C=CC(=C4)O)C5=CC=C(C=C5)O. Drug 2: CC1C(C(CC(O1)OC2CC(CC3=C2C(=C4C(=C3O)C(=O)C5=CC=CC=C5C4=O)O)(C(=O)C)O)N)O. Cell line: MALME-3M. Synergy scores: CSS=56.8, Synergy_ZIP=5.69, Synergy_Bliss=6.45, Synergy_Loewe=2.93, Synergy_HSA=5.90. (2) Cell line: SNB-19. Synergy scores: CSS=24.0, Synergy_ZIP=-4.24, Synergy_Bliss=5.02, Synergy_Loewe=0.350, Synergy_HSA=0.722. Drug 1: C1CN(CCN1C(=O)CCBr)C(=O)CCBr. Drug 2: C1C(C(OC1N2C=NC3=C2NC=NCC3O)CO)O.